This data is from Forward reaction prediction with 1.9M reactions from USPTO patents (1976-2016). The task is: Predict the product of the given reaction. (1) Given the reactants CO.[CH3:3][O:4][C:5]1[CH:6]=[C:7](/[CH:11]=[CH:12]/[C:13]2[CH:25]=[CH:24][C:16]([C:17]([O:19][C:20]([CH3:23])([CH3:22])[CH3:21])=[O:18])=[C:15]([N+:26]([O-])=O)[CH:14]=2)[CH:8]=[CH:9][CH:10]=1, predict the reaction product. The product is: [NH2:26][C:15]1[CH:14]=[C:13](/[CH:12]=[CH:11]/[C:7]2[CH:8]=[CH:9][CH:10]=[C:5]([O:4][CH3:3])[CH:6]=2)[CH:25]=[CH:24][C:16]=1[C:17]([O:19][C:20]([CH3:23])([CH3:22])[CH3:21])=[O:18]. (2) Given the reactants [Cl:1][C:2]1[CH:3]=[C:4]([CH2:19]Cl)[C:5]2[O:9][C:8]([C:10]3[CH:15]=[CH:14][C:13]([Cl:16])=[CH:12][C:11]=3[Cl:17])=[CH:7][C:6]=2[CH:18]=1.[CH3:21][C:22]1[CH:26]=[C:25]([C:27]([O:29][CH2:30][CH3:31])=[O:28])[NH:24][N:23]=1.C([O-])([O-])=O.[K+].[K+].[Na+].[I-], predict the reaction product. The product is: [Cl:1][C:2]1[CH:3]=[C:4]([CH2:19][N:23]2[C:22]([CH3:21])=[CH:26][C:25]([C:27]([O:29][CH2:30][CH3:31])=[O:28])=[N:24]2)[C:5]2[O:9][C:8]([C:10]3[CH:15]=[CH:14][C:13]([Cl:16])=[CH:12][C:11]=3[Cl:17])=[CH:7][C:6]=2[CH:18]=1. (3) Given the reactants [CH3:1][O:2]C1C2OC(CO)OC=2C=CC=1.CC[C@H]1[C@H]2C[C@H]([C@H](OC3C4C(=CC=CC=4)C(O[C@H](C4C=CN=C5C=4C=C(OC)C=C5)[C@@H]4N5C[C@H](CC)[C@@H](CC5)C4)=NN=3)C3C=CN=C4C=3C=C(OC)C=C4)N(CC2)C1.[CH2:72]([O:79][C:80]1[CH:85]=[C:84](OC)[CH:83]=[CH:82][C:81]=1[CH2:88][CH:89]([OH:92])[CH2:90][OH:91])[C:73]1[CH:78]=[CH:77][CH:76]=[CH:75][CH:74]=1, predict the reaction product. The product is: [CH2:72]([O:79][C:80]1[C:85]([O:2][CH3:1])=[CH:84][CH:83]=[CH:82][C:81]=1[CH2:88][CH:89]([OH:92])[CH2:90][OH:91])[C:73]1[CH:74]=[CH:75][CH:76]=[CH:77][CH:78]=1. (4) Given the reactants [CH3:1][O:2][C:3]([CH:5]1[NH:13][CH2:12][C:11]2[NH:10][C:9]3[N:14]=[CH:15][CH:16]=[C:17]([Cl:18])[C:8]=3[C:7]=2[CH2:6]1)=[O:4].[Se](=O)=O, predict the reaction product. The product is: [CH3:1][O:2][C:3]([C:5]1[N:13]=[CH:12][C:11]2[NH:10][C:9]3[N:14]=[CH:15][CH:16]=[C:17]([Cl:18])[C:8]=3[C:7]=2[CH:6]=1)=[O:4]. (5) Given the reactants C(O)(C(F)(F)F)=O.[Cl:8][C:9]1[CH:10]=[C:11]2[C:17]3[CH2:18][CH2:19][N:20]4[CH:25]([C:16]=3[NH:15][C:12]2=[CH:13][CH:14]=1)[CH:24]([C:26]([O:28][CH2:29][CH3:30])=[O:27])[CH2:23][CH2:22][CH2:21]4.[BH3-]C#N.[Na+].O, predict the reaction product. The product is: [Cl:8][C:9]1[CH:10]=[C:11]2[CH:17]3[CH2:18][CH2:19][N:20]4[CH:25]([CH:16]3[NH:15][C:12]2=[CH:13][CH:14]=1)[CH:24]([C:26]([O:28][CH2:29][CH3:30])=[O:27])[CH2:23][CH2:22][CH2:21]4. (6) Given the reactants [C:1]([C:3]1[N:4]=[C:5]([C:21]([O:23]C)=[O:22])[C:6]2[C:11]([C:12]=1[C:13]1[CH:18]=[CH:17][CH:16]=[CH:15][N:14]=1)=[CH:10][C:9]([O:19][CH3:20])=[CH:8][CH:7]=2)#[N:2].[OH-].[Na+].O.Cl, predict the reaction product. The product is: [C:1]([C:3]1[N:4]=[C:5]([C:21]([OH:23])=[O:22])[C:6]2[C:11]([C:12]=1[C:13]1[CH:18]=[CH:17][CH:16]=[CH:15][N:14]=1)=[CH:10][C:9]([O:19][CH3:20])=[CH:8][CH:7]=2)#[N:2]. (7) Given the reactants [CH:1]1([O:6][C:7]2[CH:8]=[C:9]([N:15]([CH2:24][C:25]3[CH:26]=[N:27][CH:28]=[CH:29][CH:30]=3)[C:16]3[CH:23]=[CH:22][C:19]([CH:20]=O)=[CH:18][CH:17]=3)[CH:10]=[CH:11][C:12]=2[O:13][CH3:14])[CH2:5][CH2:4][CH2:3][CH2:2]1.[C:31](=[O:34])([O-])[O-].[NH4+:35].[NH4+:36].[C-]#N.[K+].[CH3:40][OH:41], predict the reaction product. The product is: [CH:1]1([O:6][C:7]2[CH:8]=[C:9]([N:15]([CH2:24][C:25]3[CH:26]=[N:27][CH:28]=[CH:29][CH:30]=3)[C:16]3[CH:17]=[CH:18][C:19]([CH:20]4[NH:36][C:40](=[O:41])[NH:35][C:31]4=[O:34])=[CH:22][CH:23]=3)[CH:10]=[CH:11][C:12]=2[O:13][CH3:14])[CH2:2][CH2:3][CH2:4][CH2:5]1.